Dataset: Full USPTO retrosynthesis dataset with 1.9M reactions from patents (1976-2016). Task: Predict the reactants needed to synthesize the given product. Given the product [C:31]([N:33]=[C:34]([NH:56][C:57]1[CH:62]=[CH:61][CH:60]=[CH:59][C:58]=1[F:63])[NH:35][C:36]1[CH:37]=[CH:38][C:39]([C:42]2[S:46][C:45]([CH2:47][CH2:48][C:49]([CH3:55])([CH3:54])[C:50]([OH:52])=[O:51])=[N:44][CH:43]=2)=[CH:40][CH:41]=1)#[N:32], predict the reactants needed to synthesize it. The reactants are: FC(F)(F)C1C=C(NC(=O)NC2C=CC(C3SC(CCC(O)=O)=NC=3)=CC=2)C=CC=1.[C:31]([N:33]=[C:34]([NH:56][C:57]1[CH:62]=[CH:61][CH:60]=[CH:59][C:58]=1[F:63])[NH:35][C:36]1[CH:41]=[CH:40][C:39]([C:42]2[S:46][C:45]([CH2:47][CH2:48][C:49]([CH3:55])([CH3:54])[C:50]([O:52]C)=[O:51])=[N:44][CH:43]=2)=[CH:38][CH:37]=1)#[N:32].